The task is: Predict the reactants needed to synthesize the given product.. This data is from Full USPTO retrosynthesis dataset with 1.9M reactions from patents (1976-2016). (1) Given the product [NH2:40][CH2:1][C:4]1[C:5](=[O:29])[N:6]([CH2:19][CH2:20][CH2:21][C:22]2[CH:27]=[CH:26][C:25]([Cl:28])=[CH:24][CH:23]=2)[N:7]=[C:8]([C:10]2[CH:15]=[CH:14][C:13]([O:16][CH3:17])=[C:12]([F:18])[CH:11]=2)[CH:9]=1, predict the reactants needed to synthesize it. The reactants are: [C:1]([C:4]1[C:5](=[O:29])[N:6]([CH2:19][CH2:20][CH2:21][C:22]2[CH:27]=[CH:26][C:25]([Cl:28])=[CH:24][CH:23]=2)[N:7]=[C:8]([C:10]2[CH:15]=[CH:14][C:13]([O:16][CH3:17])=[C:12]([F:18])[CH:11]=2)[CH:9]=1)(O)=O.ClC1C=CC(CCC[N:40]2C(=O)C(COS(C)(=O)=O)=CC(C3C=CC(OC)=C(F)C=3)=N2)=CC=1.ClC1C=CC(CCCN2C(=O)C(CO)=CC(C3C=CC(OC)=C(F)C=3)=N2)=CC=1. (2) Given the product [CH3:9][O:8][C:7]1[CH:6]=[CH:5][C:4]([C:10]2[CH:15]=[CH:14][CH:13]=[C:12]([CH2:16][C:17]([O:19][CH3:20])=[O:18])[CH:11]=2)=[CH:3][C:2]=1[O:1][CH2:23][C:22]#[CH:21], predict the reactants needed to synthesize it. The reactants are: [OH:1][C:2]1[CH:3]=[C:4]([C:10]2[CH:15]=[CH:14][CH:13]=[C:12]([CH2:16][C:17]([O:19][CH3:20])=[O:18])[CH:11]=2)[CH:5]=[CH:6][C:7]=1[O:8][CH3:9].[CH2:21](Br)[C:22]#[CH:23].C(=O)([O-])[O-].[K+].[K+]. (3) Given the product [CH3:1][O:2][C:3]1[CH:12]=[C:11]([NH:13][C:14]([C:16]2[O:17][C:18]([CH:24]([CH3:26])[CH3:25])=[C:19]([CH:21]([CH3:22])[CH3:23])[CH:20]=2)=[O:15])[CH:10]=[CH:9][C:4]=1[C:5]([OH:7])=[O:6], predict the reactants needed to synthesize it. The reactants are: [CH3:1][O:2][C:3]1[CH:12]=[C:11]([NH:13][C:14]([C:16]2[O:17][C:18]([CH:24]([CH3:26])[CH3:25])=[C:19]([CH:21]([CH3:23])[CH3:22])[CH:20]=2)=[O:15])[CH:10]=[CH:9][C:4]=1[C:5]([O:7]C)=[O:6]. (4) Given the product [C:1]([O:5][C:6]([NH:8][C:9]1[O:17][C:16]2[C:11](=[N:12][CH:13]=[C:14]([CH2:18][CH2:19][CH2:20][OH:21])[CH:15]=2)[C:10]=1[C:29]([O:31][CH2:32][CH3:33])=[O:30])=[O:7])([CH3:4])([CH3:3])[CH3:2], predict the reactants needed to synthesize it. The reactants are: [C:1]([O:5][C:6]([N:8](C(OC(C)(C)C)=O)[C:9]1[O:17][C:16]2[C:11](=[N:12][CH:13]=[C:14]([CH2:18][CH2:19][CH2:20][O:21][Si](C(C)(C)C)(C)C)[CH:15]=2)[C:10]=1[C:29]([O:31][CH2:32][CH3:33])=[O:30])=[O:7])([CH3:4])([CH3:3])[CH3:2].CCCC[N+](CCCC)(CCCC)CCCC.[F-]. (5) Given the product [Br:1][C:2]1[CH:3]=[CH:4][CH:5]=[C:6]2[C:11]=1[N:10]=[C:9]([Cl:16])[CH:8]=[CH:7]2, predict the reactants needed to synthesize it. The reactants are: [Br:1][C:2]1[CH:3]=[CH:4][CH:5]=[C:6]2[C:11]=1[NH:10][C:9](=O)[CH:8]=[CH:7]2.N.P(Cl)(Cl)([Cl:16])=O. (6) Given the product [Br:1][C:2]1[C:11]2[C:6](=[CH:7][C:8]([F:14])=[C:9]([O:12][CH3:13])[CH:10]=2)[N:5]=[CH:4][C:3]=1[NH2:15], predict the reactants needed to synthesize it. The reactants are: [Br:1][C:2]1[C:11]2[C:6](=[CH:7][C:8]([F:14])=[C:9]([O:12][CH3:13])[CH:10]=2)[N:5]=[CH:4][C:3]=1[NH:15]C(=O)OC(C)(C)C.FC(F)(F)C(O)=O. (7) Given the product [CH2:19]([O:18][C:16]([C:14]1[N:15]=[C:11]([N:8]2[CH2:7][CH2:6][CH:5]([S:4][C:42]3[C@H:43]([CH3:66])[C@@H:44]4[C@@H:61]([C@H:62]([OH:64])[CH3:63])[C:60](=[O:65])[N:45]4[C:46]=3[C:47]([O:49][CH2:50][C:51]3[CH:56]=[CH:55][C:54]([N+:57]([O-:59])=[O:58])=[CH:53][CH:52]=3)=[O:48])[CH2:10][CH2:9]2)[S:12][CH:13]=1)=[O:17])[CH3:20], predict the reactants needed to synthesize it. The reactants are: C([S:4][CH:5]1[CH2:10][CH2:9][N:8]([C:11]2[S:12][CH:13]=[C:14]([C:16]([O:18][CH2:19][CH3:20])=[O:17])[N:15]=2)[CH2:7][CH2:6]1)(=O)C.C(O)(=O)C.NN.C1(P(O[C:42]2[C@H:43]([CH3:66])[C@H:44]3[C@@H:61]([C@H:62]([OH:64])[CH3:63])[C:60](=[O:65])[N:45]3[C:46]=2[C:47]([O:49][CH2:50][C:51]2[CH:56]=[CH:55][C:54]([N+:57]([O-:59])=[O:58])=[CH:53][CH:52]=2)=[O:48])(C2C=CC=CC=2)=O)C=CC=CC=1.C(N(C(C)C)CC)(C)C.C(=O)([O-])O.[Na+].